The task is: Regression. Given two drug SMILES strings and cell line genomic features, predict the synergy score measuring deviation from expected non-interaction effect.. This data is from NCI-60 drug combinations with 297,098 pairs across 59 cell lines. (1) Drug 1: C(=O)(N)NO. Drug 2: CC1C(C(CC(O1)OC2CC(CC3=C2C(=C4C(=C3O)C(=O)C5=C(C4=O)C(=CC=C5)OC)O)(C(=O)CO)O)N)O.Cl. Cell line: SNB-75. Synergy scores: CSS=29.8, Synergy_ZIP=0.715, Synergy_Bliss=5.88, Synergy_Loewe=-21.7, Synergy_HSA=4.79. (2) Drug 1: CC1C(C(CC(O1)OC2CC(CC3=C2C(=C4C(=C3O)C(=O)C5=C(C4=O)C(=CC=C5)OC)O)(C(=O)C)O)N)O.Cl. Drug 2: CC(C)(C#N)C1=CC(=CC(=C1)CN2C=NC=N2)C(C)(C)C#N. Cell line: A549. Synergy scores: CSS=14.0, Synergy_ZIP=-8.92, Synergy_Bliss=-5.73, Synergy_Loewe=-23.9, Synergy_HSA=-6.24. (3) Drug 1: C1=CC(=C2C(=C1NCCNCCO)C(=O)C3=C(C=CC(=C3C2=O)O)O)NCCNCCO. Drug 2: COC1=NC(=NC2=C1N=CN2C3C(C(C(O3)CO)O)O)N. Cell line: SN12C. Synergy scores: CSS=50.0, Synergy_ZIP=8.73, Synergy_Bliss=8.19, Synergy_Loewe=-29.6, Synergy_HSA=8.28. (4) Drug 1: CCC1(CC2CC(C3=C(CCN(C2)C1)C4=CC=CC=C4N3)(C5=C(C=C6C(=C5)C78CCN9C7C(C=CC9)(C(C(C8N6C=O)(C(=O)OC)O)OC(=O)C)CC)OC)C(=O)OC)O.OS(=O)(=O)O. Drug 2: N.N.Cl[Pt+2]Cl. Cell line: SK-MEL-28. Synergy scores: CSS=29.0, Synergy_ZIP=-3.65, Synergy_Bliss=-2.70, Synergy_Loewe=0.0571, Synergy_HSA=2.34. (5) Drug 1: C1CCN(CC1)CCOC2=CC=C(C=C2)C(=O)C3=C(SC4=C3C=CC(=C4)O)C5=CC=C(C=C5)O. Drug 2: CC1=C2C(C(=O)C3(C(CC4C(C3C(C(C2(C)C)(CC1OC(=O)C(C(C5=CC=CC=C5)NC(=O)C6=CC=CC=C6)O)O)OC(=O)C7=CC=CC=C7)(CO4)OC(=O)C)O)C)OC(=O)C. Cell line: UO-31. Synergy scores: CSS=14.5, Synergy_ZIP=0.199, Synergy_Bliss=-1.32, Synergy_Loewe=-2.01, Synergy_HSA=1.66. (6) Drug 1: CN1C(=O)N2C=NC(=C2N=N1)C(=O)N. Drug 2: CC12CCC3C(C1CCC2O)C(CC4=C3C=CC(=C4)O)CCCCCCCCCS(=O)CCCC(C(F)(F)F)(F)F. Cell line: KM12. Synergy scores: CSS=-9.56, Synergy_ZIP=2.61, Synergy_Bliss=-7.89, Synergy_Loewe=-10.8, Synergy_HSA=-13.4. (7) Drug 1: C1CN1P(=S)(N2CC2)N3CC3. Drug 2: CC(C)(C#N)C1=CC(=CC(=C1)CN2C=NC=N2)C(C)(C)C#N. Cell line: ACHN. Synergy scores: CSS=22.6, Synergy_ZIP=0.174, Synergy_Bliss=2.45, Synergy_Loewe=-16.6, Synergy_HSA=0.160.